Dataset: Catalyst prediction with 721,799 reactions and 888 catalyst types from USPTO. Task: Predict which catalyst facilitates the given reaction. (1) Reactant: [CH:1]([N:4]1[CH2:9][CH2:8][N:7]([C:10]([C:12]2[CH:17]=[CH:16][C:15]([CH2:18][N:19]3[CH2:24][CH2:23][O:22][CH2:21][CH2:20]3)=[CH:14][CH:13]=2)=[O:11])[CH2:6][CH2:5]1)([CH3:3])[CH3:2].[C:25]([OH:32])(=[O:31])/[CH:26]=[CH:27]\[C:28]([OH:30])=[O:29]. Product: [C:25]([OH:32])(=[O:31])/[CH:26]=[CH:27]\[C:28]([OH:30])=[O:29].[C:25]([OH:32])(=[O:31])/[CH:26]=[CH:27]\[C:28]([OH:30])=[O:29].[CH:1]([N:4]1[CH2:9][CH2:8][N:7]([C:10]([C:12]2[CH:13]=[CH:14][C:15]([CH2:18][N:19]3[CH2:20][CH2:21][O:22][CH2:23][CH2:24]3)=[CH:16][CH:17]=2)=[O:11])[CH2:6][CH2:5]1)([CH3:3])[CH3:2]. The catalyst class is: 14. (2) Reactant: C(O[BH-](OC(=O)C)OC(=O)C)(=O)C.[Na+].[C:15]([O:19][C:20](=[O:27])[NH:21][CH:22]1[CH2:25][C:24](=O)[CH2:23]1)([CH3:18])([CH3:17])[CH3:16].[NH:28]1[CH2:35][CH2:34][CH2:33][C@H:29]1[C:30]([NH2:32])=[O:31]. Product: [C:15]([O:19][C:20](=[O:27])[NH:21][CH:22]1[CH2:25][CH:24]([N:28]2[CH2:35][CH2:34][CH2:33][C@H:29]2[C:30](=[O:31])[NH2:32])[CH2:23]1)([CH3:18])([CH3:17])[CH3:16]. The catalyst class is: 2. (3) Reactant: F[C:2]1[CH:11]=[CH:10][C:9]([N+:12]([O-:14])=[O:13])=[CH:8][C:3]=1[C:4]([O:6][CH3:7])=[O:5].[F:15][C:16]1[CH:21]=[CH:20][C:19]([OH:22])=[CH:18][C:17]=1[NH:23][C:24](=[O:36])[CH2:25][C:26]1[CH:31]=[CH:30][CH:29]=[C:28]([C:32]([F:35])([F:34])[F:33])[CH:27]=1.C(=O)([O-])[O-].[K+].[K+]. Product: [F:15][C:16]1[CH:21]=[CH:20][C:19]([O:22][C:2]2[CH:11]=[CH:10][C:9]([N+:12]([O-:14])=[O:13])=[CH:8][C:3]=2[C:4]([O:6][CH3:7])=[O:5])=[CH:18][C:17]=1[NH:23][C:24](=[O:36])[CH2:25][C:26]1[CH:31]=[CH:30][CH:29]=[C:28]([C:32]([F:35])([F:33])[F:34])[CH:27]=1. The catalyst class is: 42. (4) Reactant: CN(C)C=O.C(Cl)(=O)C(Cl)=O.[N:12]1[C:17]([N:18]2[C:23](=[O:24])[CH:22]=[CH:21][C:20]([C:25]([NH2:27])=O)=[CH:19]2)=[CH:16][CH:15]=[CH:14][C:13]=1[C:28]1[CH:33]=[CH:32][CH:31]=[CH:30][N:29]=1.C(N(CC)CC)C. Product: [N:12]1[C:17]([N:18]2[C:23](=[O:24])[CH:22]=[CH:21][C:20]([C:25]#[N:27])=[CH:19]2)=[CH:16][CH:15]=[CH:14][C:13]=1[C:28]1[CH:33]=[CH:32][CH:31]=[CH:30][N:29]=1. The catalyst class is: 10. (5) Reactant: Cl[C:2]1[C:11]2[C:6](=[CH:7][CH:8]=[C:9]([Cl:12])[CH:10]=2)[N:5]=[CH:4][C:3]=1[N+:13]([O-:15])=[O:14].[NH2:16][C:17]1[CH:22]=[CH:21][CH:20]=[CH:19][CH:18]=1.O. Product: [Cl:12][C:9]1[CH:10]=[C:11]2[C:6](=[CH:7][CH:8]=1)[N:5]=[CH:4][C:3]([N+:13]([O-:15])=[O:14])=[C:2]2[NH:16][C:17]1[CH:22]=[CH:21][CH:20]=[CH:19][CH:18]=1. The catalyst class is: 15. (6) Reactant: [CH3:1][C:2]1[C:3]([CH2:14][S:15]([C:17]2[N:21]([CH2:22][OH:23])[C:20]3[CH:24]=[CH:25][CH:26]=[CH:27][C:19]=3[N:18]=2)=[O:16])=[N:4][CH:5]=[CH:6][C:7]=1[O:8][CH2:9][C:10]([F:13])([F:12])[F:11].C(N(CC)CC)C.[CH3:35][C:36]([CH3:41])([CH3:40])[C:37](Cl)=[O:38].C(OCC)(=O)C. Product: [CH3:35][C:36]([CH3:41])([CH3:40])[C:37]([O:23][CH2:22][N:21]1[C:20]2[CH:24]=[CH:25][CH:26]=[CH:27][C:19]=2[N:18]=[C:17]1[S:15]([CH2:14][C:3]1[C:2]([CH3:1])=[C:7]([O:8][CH2:9][C:10]([F:12])([F:11])[F:13])[CH:6]=[CH:5][N:4]=1)=[O:16])=[O:38]. The catalyst class is: 7. (7) Reactant: [OH:1][C:2]1[C:11]2[C:6](=[CH:7][C:8]([CH3:12])=[CH:9][CH:10]=2)[N:5]=[CH:4][C:3]=1[C:13]([O:15]CC)=[O:14].Cl. Product: [OH:1][C:2]1[C:11]2[C:6](=[CH:7][C:8]([CH3:12])=[CH:9][CH:10]=2)[N:5]=[CH:4][C:3]=1[C:13]([OH:15])=[O:14]. The catalyst class is: 74. (8) Reactant: [Si]([O:8][C@H:9]1[C@H:13]([CH3:14])[N:12]([C:15]2[CH:22]=[CH:21][C:18]([C:19]#[N:20])=[C:17]([C:23]([F:26])([F:25])[F:24])[CH:16]=2)[C:11](=[O:27])[C:10]1([CH3:29])[CH3:28])(C(C)(C)C)(C)C.CO.Cl.O. Product: [OH:8][C@H:9]1[C@H:13]([CH3:14])[N:12]([C:15]2[CH:22]=[CH:21][C:18]([C:19]#[N:20])=[C:17]([C:23]([F:24])([F:25])[F:26])[CH:16]=2)[C:11](=[O:27])[C:10]1([CH3:28])[CH3:29]. The catalyst class is: 7. (9) Reactant: [CH:1]([C:4]1[N:12]2[C:7]([C:8](=[O:26])[N:9]3[CH2:15][CH:14]([C:16]4[CH:21]=[CH:20][C:19]([O:22][CH2:23][S:24][CH3:25])=[CH:18][CH:17]=4)[N:13]=[C:10]3[NH:11]2)=[CH:6][N:5]=1)([CH3:3])[CH3:2].C1C=C(Cl)C=C(C(OO)=[O:35])C=1. Product: [CH:1]([C:4]1[N:12]2[C:7]([C:8](=[O:26])[N:9]3[CH2:15][CH:14]([C:16]4[CH:21]=[CH:20][C:19]([O:22][CH2:23][S:24]([CH3:25])=[O:35])=[CH:18][CH:17]=4)[N:13]=[C:10]3[NH:11]2)=[CH:6][N:5]=1)([CH3:3])[CH3:2]. The catalyst class is: 2.